Dataset: Reaction yield outcomes from USPTO patents with 853,638 reactions. Task: Predict the reaction yield, written as a fraction of the theoretical maximum amount of product (1.0 means a 100% yield; for example, 0.34 means a 34% yield). (1) The reactants are Br[C:2]1[CH:9]=[CH:8][C:5]([C:6]#[N:7])=[C:4]([F:10])[C:3]=1[CH3:11].C(OC)(=O)[CH2:13][C:14]([O:16][CH3:17])=[O:15].C(=O)([O-])[O-].[K+].[K+].C(=O)([O-])O.[K+]. The catalyst is CCOC(C)=O.F[B-](F)(F)F.C([PH+](C(C)(C)C)C(C)(C)C)(C)(C)C. The product is [C:6]([C:5]1[CH:8]=[CH:9][C:2]([CH2:13][C:14]([O:16][CH3:17])=[O:15])=[C:3]([CH3:11])[C:4]=1[F:10])#[N:7]. The yield is 0.542. (2) The reactants are [CH2:1]([C:3]1[C:11]2[C:6](=[CH:7][CH:8]=[CH:9][CH:10]=2)[NH:5][C:4]=1[C:12]([NH:14][CH3:15])=O)[CH3:2].[H-].[Al+3].[Li+].[H-].[H-].[H-]. The catalyst is O1CCOCC1. The product is [CH2:1]([C:3]1[C:11]2[C:6](=[CH:7][CH:8]=[CH:9][CH:10]=2)[NH:5][C:4]=1[CH2:12][NH:14][CH3:15])[CH3:2]. The yield is 0.610. (3) The yield is 0.770. The catalyst is CO.O.[Fe]. The reactants are [F:1][C:2]1[CH:3]=[CH:4][C:5]([N:13]2[CH2:18][CH2:17][N:16]([CH2:19][CH2:20][C:21]3[CH:26]=[CH:25][CH:24]=[C:23]([N+:27]([O-])=O)[CH:22]=3)[CH2:15][CH2:14]2)=[C:6]2[C:11]=1[N:10]=[C:9]([CH3:12])[CH:8]=[CH:7]2.[Cl-].[NH4+]. The product is [F:1][C:2]1[CH:3]=[CH:4][C:5]([N:13]2[CH2:14][CH2:15][N:16]([CH2:19][CH2:20][C:21]3[CH:22]=[C:23]([CH:24]=[CH:25][CH:26]=3)[NH2:27])[CH2:17][CH2:18]2)=[C:6]2[C:11]=1[N:10]=[C:9]([CH3:12])[CH:8]=[CH:7]2. (4) The reactants are [CH2:1]([C:4]1[CH:9]=[CH:8][CH:7]=[CH:6][C:5]=1[CH2:10][C:11]([OH:13])=O)[CH:2]=[CH2:3].ClC(N(C)C)=C(C)C.C(N(CC)CC)C. The product is [CH2:3]1[CH:2]2[CH2:1][C:4]3[CH:9]=[CH:8][CH:7]=[CH:6][C:5]=3[CH:10]2[C:11]1=[O:13]. The yield is 0.660. The catalyst is ClCCl. (5) The reactants are F[C:2]1[CH:11]=[C:10]2[C:5]([C:6](=[O:12])[NH:7][CH:8]=[N:9]2)=[CH:4][CH:3]=1.[C:13]([O:17][C:18]([N:20]1[CH2:25][CH2:24][C:23]([C:28]2[CH:33]=[CH:32][C:31]([Cl:34])=[CH:30][CH:29]=2)([CH2:26][OH:27])[CH2:22][CH2:21]1)=[O:19])([CH3:16])([CH3:15])[CH3:14].[OH-].[K+]. No catalyst specified. The product is [C:13]([O:17][C:18]([N:20]1[CH2:21][CH2:22][C:23]([C:28]2[CH:33]=[CH:32][C:31]([Cl:34])=[CH:30][CH:29]=2)([CH2:26][O:27][C:2]2[CH:11]=[C:10]3[C:5]([C:6](=[O:12])[NH:7][CH:8]=[N:9]3)=[CH:4][CH:3]=2)[CH2:24][CH2:25]1)=[O:19])([CH3:16])([CH3:14])[CH3:15]. The yield is 0.680. (6) The reactants are [CH:1]1([C:4]#[C:5][C:6]2[CH:11]=[C:10]([I:12])[N:9]=[N:8][C:7]=2[NH2:13])[CH2:3][CH2:2]1. The catalyst is C1COCC1. The product is [CH:1]1([C:4]2[NH:13][C:7]3[N:8]=[N:9][C:10]([I:12])=[CH:11][C:6]=3[CH:5]=2)[CH2:3][CH2:2]1. The yield is 0.693. (7) The catalyst is C(Cl)Cl. The product is [CH3:1][O:2][C:3]1[CH:8]=[CH:7][C:6]([S:9]([NH:14][CH3:13])(=[O:11])=[O:10])=[CH:5][CH:4]=1. The reactants are [CH3:1][O:2][C:3]1[CH:8]=[CH:7][C:6]([S:9](Cl)(=[O:11])=[O:10])=[CH:5][CH:4]=1.[CH3:13][NH2:14]. The yield is 0.740. (8) The reactants are COC([C:5]1[N:9]([C:10]([CH3:29])([CH2:12][CH2:13][N:14](C(OC(C)(C)C)=O)[C:15]([O:17]C(C)(C)C)=O)[CH3:11])[C:8]2[CH:30]=[C:31]([C:34]([O:36][CH2:37][C:38]3[CH:43]=[CH:42][CH:41]=[CH:40][CH:39]=3)=[O:35])[CH:32]=[CH:33][C:7]=2[N:6]=1)=O.C(O)(C(F)(F)F)=O.C(N(CC)CC)C. The catalyst is C(Cl)Cl. The product is [CH3:11][C:10]1([CH3:29])[N:9]2[C:5](=[N:6][C:7]3[CH:33]=[CH:32][C:31]([C:34]([O:36][CH2:37][C:38]4[CH:39]=[CH:40][CH:41]=[CH:42][CH:43]=4)=[O:35])=[CH:30][C:8]=32)[C:15](=[O:17])[NH:14][CH2:13][CH2:12]1. The yield is 0.440. (9) The reactants are [CH3:1][S:2][CH2:3][CH2:4][CH2:5][OH:6].C1(P(C2C=CC=CC=2)C2C=CC=CC=2)C=CC=CC=1.O[N:27]1[C:31](=[O:32])[C:30]2=[CH:33][CH:34]=[CH:35][CH:36]=[C:29]2[C:28]1=[O:37].N(C(OC(C)C)=O)=NC(OC(C)C)=O. The catalyst is C1COCC1. The product is [CH3:1][S:2][CH2:3][CH2:4][CH2:5][O:6][N:27]1[C:31](=[O:32])[C:30]2[C:29](=[CH:36][CH:35]=[CH:34][CH:33]=2)[C:28]1=[O:37]. The yield is 0.650.